From a dataset of Forward reaction prediction with 1.9M reactions from USPTO patents (1976-2016). Predict the product of the given reaction. (1) Given the reactants [Si:1]([O:8][CH:9]([CH2:30][C:31]1[CH:40]=[CH:39][C:38]2[C:33](=[CH:34][CH:35]=[CH:36][CH:37]=2)[CH:32]=1)/[CH:10]=[CH:11]/[C@H:12]1[CH:16]=[CH:15][C:14](=[O:17])[C@@H:13]1[CH2:18][CH2:19][C:20]1[CH:29]=[CH:28][C:23]([C:24]([O:26][CH3:27])=[O:25])=[CH:22][CH:21]=1)([C:4]([CH3:7])([CH3:6])[CH3:5])([CH3:3])[CH3:2], predict the reaction product. The product is: [Si:1]([O:8][CH:9]([CH2:30][C:31]1[CH:40]=[CH:39][C:38]2[C:33](=[CH:34][CH:35]=[CH:36][CH:37]=2)[CH:32]=1)/[CH:10]=[CH:11]/[C@H:12]1[CH2:16][CH2:15][C:14](=[O:17])[C@@H:13]1[CH2:18][CH2:19][C:20]1[CH:21]=[CH:22][C:23]([C:24]([O:26][CH3:27])=[O:25])=[CH:28][CH:29]=1)([C:4]([CH3:6])([CH3:7])[CH3:5])([CH3:3])[CH3:2]. (2) Given the reactants [Cl:1][C:2]1[CH:3]=[N:4][C:5]2[C:10]([CH:11]=1)=[CH:9][C:8]([CH2:12][C:13]1[CH:14]=[C:15]([CH:19]=[CH:20][N:21]=1)[C:16]([OH:18])=O)=[CH:7][C:6]=2[S:22]([CH3:25])(=[O:24])=[O:23].Cl.[NH2:27][CH2:28][C:29]1[C:30]([CH3:37])=[CH:31][C:32]([NH2:36])=[N:33][C:34]=1[CH3:35].CCN=C=NCCCN(C)C.C1C=CC2N(O)N=NC=2C=1, predict the reaction product. The product is: [NH2:36][C:32]1[N:33]=[C:34]([CH3:35])[C:29]([CH2:28][NH:27][C:16](=[O:18])[C:15]2[CH:19]=[CH:20][N:21]=[C:13]([CH2:12][C:8]3[CH:9]=[C:10]4[C:5](=[C:6]([S:22]([CH3:25])(=[O:24])=[O:23])[CH:7]=3)[N:4]=[CH:3][C:2]([Cl:1])=[CH:11]4)[CH:14]=2)=[C:30]([CH3:37])[CH:31]=1.